From a dataset of Plasma protein binding rate (PPBR) regression data from AstraZeneca. Regression/Classification. Given a drug SMILES string, predict its absorption, distribution, metabolism, or excretion properties. Task type varies by dataset: regression for continuous measurements (e.g., permeability, clearance, half-life) or binary classification for categorical outcomes (e.g., BBB penetration, CYP inhibition). For this dataset (ppbr_az), we predict Y. The compound is CNc1cc2[nH]c(=O)n(-c3ccc(NC(=O)NS(=O)(=O)c4ccc(Cl)s4)cc3)c(=O)c2cc1F. The Y is 99.6 %.